Dataset: Forward reaction prediction with 1.9M reactions from USPTO patents (1976-2016). Task: Predict the product of the given reaction. (1) Given the reactants C(OC([N:8]1[CH2:13][CH2:12][C:11]([C:15]2[CH:20]=[C:19]([O:21][CH3:22])[CH:18]=[CH:17][C:16]=2[S:23](=[O:28])(=[O:27])[NH:24][CH2:25][CH3:26])([OH:14])[CH:10]([CH3:29])[CH2:9]1)=O)(C)(C)C.O1CCOCC1.[ClH:36], predict the reaction product. The product is: [ClH:36].[CH2:25]([NH:24][S:23]([C:16]1[CH:17]=[CH:18][C:19]([O:21][CH3:22])=[CH:20][C:15]=1[C:11]1([OH:14])[CH2:12][CH2:13][NH:8][CH2:9][CH:10]1[CH3:29])(=[O:27])=[O:28])[CH3:26]. (2) Given the reactants [CH3:1][C:2]1[CH:7]=[C:6]([C:8]2[CH:13]=[CH:12][C:11]([CH2:14][NH2:15])=[CH:10][N:9]=2)[CH:5]=[CH:4][N:3]=1.[F:16][C:17]1[CH:18]=[C:19]([N:23]2[CH:28]=[CH:27][C:26]([C:29](O)=[O:30])=[CH:25][C:24]2=[O:32])[CH:20]=[CH:21][CH:22]=1.CN(C(ON1N=NC2C=CC=NC1=2)=[N+](C)C)C.F[P-](F)(F)(F)(F)F.C(N(CC)C(C)C)(C)C, predict the reaction product. The product is: [F:16][C:17]1[CH:18]=[C:19]([N:23]2[CH:28]=[CH:27][C:26]([C:29]([NH:15][CH2:14][C:11]3[CH:12]=[CH:13][C:8]([C:6]4[CH:5]=[CH:4][N:3]=[C:2]([CH3:1])[CH:7]=4)=[N:9][CH:10]=3)=[O:30])=[CH:25][C:24]2=[O:32])[CH:20]=[CH:21][CH:22]=1. (3) Given the reactants [Cl:1][C:2]1[CH:10]=[CH:9][C:8]2[NH:7][C:6]3[CH2:11][CH2:12][N:13]([CH3:15])[CH2:14][C:5]=3[C:4]=2[CH:3]=1.[F:16][C:17]([F:28])([F:27])[C:18]1[C:23]([CH:24]=[CH2:25])=[CH:22][N:21]=[C:20]([CH3:26])[CH:19]=1.[OH-].[K+], predict the reaction product. The product is: [Cl:1][C:2]1[CH:10]=[CH:9][C:8]2[N:7]([CH2:25][CH2:24][C:23]3[CH:22]=[N:21][C:20]([CH3:26])=[CH:19][C:18]=3[C:17]([F:28])([F:16])[F:27])[C:6]3[CH2:11][CH2:12][N:13]([CH3:15])[CH2:14][C:5]=3[C:4]=2[CH:3]=1. (4) Given the reactants [Cl:1][C:2]1[CH:3]=[CH:4][C:5]([O:25][CH3:26])=[C:6]([S:8]([NH:11][C@H:12]2[CH2:16][N:15]([C:17](OC(C)(C)C)=O)[C@@H:14]([CH3:24])[CH2:13]2)(=[O:10])=[O:9])[CH:7]=1.Cl.CC[N:30](C(C)C)C(C)C.BrC#N.C(O)C(N)(CO)CO, predict the reaction product. The product is: [Cl:1][C:2]1[CH:3]=[CH:4][C:5]([O:25][CH3:26])=[C:6]([S:8]([NH:11][C@@H:12]2[CH2:13][C@H:14]([CH3:24])[N:15]([C:17]#[N:30])[CH2:16]2)(=[O:10])=[O:9])[CH:7]=1. (5) The product is: [CH3:1][O:2][C:3](=[O:20])[C:4]1[C:9]([C:22]2[N:27]=[CH:26][CH:25]=[CH:24][N:23]=2)=[CH:8][CH:7]=[CH:6][C:5]=1[F:19]. Given the reactants [CH3:1][O:2][C:3](=[O:20])[C:4]1[C:9](B2OC(C)(C)C(C)(C)O2)=[CH:8][CH:7]=[CH:6][C:5]=1[F:19].Cl[C:22]1[N:27]=[CH:26][CH:25]=[CH:24][N:23]=1.C(=O)([O-])[O-].[Na+].[Na+], predict the reaction product.